Dataset: KCNQ2 potassium channel screen with 302,405 compounds. Task: Binary Classification. Given a drug SMILES string, predict its activity (active/inactive) in a high-throughput screening assay against a specified biological target. The compound is O(C1CCN(CC1)C(=O)COC)c1ccc(cc1)C(=O)NCc1nn(c(c1)C)C. The result is 0 (inactive).